This data is from Full USPTO retrosynthesis dataset with 1.9M reactions from patents (1976-2016). The task is: Predict the reactants needed to synthesize the given product. (1) Given the product [CH:2]([N:4]1[C:12]2[CH:11]=[C:10]([C:13]3[CH:18]=[N:17][C:16]([N:19]4[CH2:20][CH2:21][NH:22][CH2:23][CH2:24]4)=[CH:15][CH:14]=3)[CH:9]=[C:8]([C:32]([NH:34][CH2:35][C:36]3[C:37](=[O:46])[NH:38][C:39]([CH3:45])=[CH:40][C:41]=3[CH2:42][CH2:43][CH3:44])=[O:33])[C:7]=2[CH:6]=[CH:5]1)([CH3:1])[CH3:3], predict the reactants needed to synthesize it. The reactants are: [CH3:1][CH:2]([N:4]1[C:12]2[C:7](=[C:8]([C:32]([NH:34][CH2:35][C:36]3[C:37](=[O:46])[NH:38][C:39]([CH3:45])=[CH:40][C:41]=3[CH2:42][CH2:43][CH3:44])=[O:33])[CH:9]=[C:10]([C:13]3[CH:14]=[CH:15][C:16]([N:19]4[CH2:24][CH2:23][N:22](C(OC(C)(C)C)=O)[CH2:21][CH2:20]4)=[N:17][CH:18]=3)[CH:11]=2)[CH:6]=[CH:5]1)[CH3:3].C(O)(C(F)(F)F)=O. (2) Given the product [C:61]([C:26]1([OH:30])[C:25]2[CH:24]=[C:23]([N:31]([C:38]3[CH:50]=[CH:49][C:48]4[C:47]5[C:42](=[CH:43][CH:44]=[CH:45][CH:46]=5)[C:41]([CH3:51])([CH3:52])[C:40]=4[CH:39]=3)[C:32]3[CH:37]=[CH:36][CH:35]=[CH:34][CH:33]=3)[CH:22]=[CH:21][C:20]=2[C:19]([C:2]([CH3:14])([CH3:3])[CH3:1])([OH:53])[C:18]2[C:27]1=[CH:28][CH:29]=[C:16]([N:15]([C:12]1[CH:11]=[CH:10][C:9]3[C:8]4[C:3](=[CH:4][CH:5]=[CH:6][CH:7]=4)[C:2]([CH3:60])([CH3:1])[C:14]=3[CH:13]=1)[C:54]1[CH:59]=[CH:58][CH:57]=[CH:56][CH:55]=1)[CH:17]=2)([CH3:64])([CH3:63])[CH3:62], predict the reactants needed to synthesize it. The reactants are: [CH3:1][C:2]1([CH3:60])[C:14]2[CH:13]=[C:12]([N:15]([C:54]3[CH:59]=[CH:58][CH:57]=[CH:56][CH:55]=3)[C:16]3[CH:29]=[CH:28][CH:27]4[CH:18]([C:19](=[O:53])[C:20]5[C:25]([C:26]4=[O:30])=[CH:24][C:23]([N:31]([C:38]4[CH:50]=[CH:49][C:48]6[C:47]7[C:42](=[CH:43][CH:44]=[CH:45][CH:46]=7)[C:41]([CH3:52])([CH3:51])[C:40]=6[CH:39]=4)[C:32]4[CH:37]=[CH:36][CH:35]=[CH:34][CH:33]=4)=[CH:22][CH:21]=5)[CH:17]=3)[CH:11]=[CH:10][C:9]=2[C:8]2[C:3]1=[CH:4][CH:5]=[CH:6][CH:7]=2.[C:61]([Mg]Br)([CH3:64])([CH3:63])[CH3:62].Cl. (3) Given the product [NH2:13][C:11]1[CH:10]=[CH:9][C:8]2[N:3]([CH2:1][CH3:2])[C:4](=[O:19])[CH:5]([CH:16]([CH3:17])[CH3:18])[O:6][C:7]=2[CH:12]=1, predict the reactants needed to synthesize it. The reactants are: [CH2:1]([N:3]1[C:8]2[CH:9]=[CH:10][C:11]([N+:13]([O-])=O)=[CH:12][C:7]=2[O:6][CH:5]([CH:16]([CH3:18])[CH3:17])[C:4]1=[O:19])[CH3:2].[H][H]. (4) The reactants are: [F:1][C:2]([F:34])([F:33])[C:3]1[CH:4]=[C:5]([CH:26]=[C:27]([C:29]([F:32])([F:31])[F:30])[CH:28]=1)[CH2:6][O:7][CH2:8][CH:9]([C:20]1[CH:25]=[CH:24][CH:23]=[CH:22][CH:21]=1)[CH2:10][NH:11][C:12]([CH2:14][CH2:15][NH:16]C(=O)[O-])=[O:13].[ClH:35].O1CCOCC1. Given the product [ClH:35].[NH2:16][CH2:15][CH2:14][C:12]([NH:11][CH2:10][CH:9]([C:20]1[CH:21]=[CH:22][CH:23]=[CH:24][CH:25]=1)[CH2:8][O:7][CH2:6][C:5]1[CH:26]=[C:27]([C:29]([F:30])([F:32])[F:31])[CH:28]=[C:3]([C:2]([F:1])([F:33])[F:34])[CH:4]=1)=[O:13], predict the reactants needed to synthesize it. (5) Given the product [CH3:1][C:2]1[CH:7]=[C:6]([CH3:8])[N:5]=[C:4]([N:9]2[CH2:16][CH:15]3[CH2:14][N:13]([C:25]([C:24]4[CH:28]=[CH:29][CH:30]=[C:22]([CH3:21])[C:23]=4[N:31]4[N:35]=[CH:34][CH:33]=[N:32]4)=[O:26])[CH2:12][CH:11]3[CH2:10]2)[N:3]=1, predict the reactants needed to synthesize it. The reactants are: [CH3:1][C:2]1[CH:7]=[C:6]([CH3:8])[N:5]=[C:4]([N:9]2[CH2:16][CH:15]3[CH:11]([CH2:12][NH:13][CH2:14]3)[CH2:10]2)[N:3]=1.CC(O)=O.[CH3:21][C:22]1[C:23]([N:31]2[N:35]=[CH:34][CH:33]=[N:32]2)=[C:24]([CH:28]=[CH:29][CH:30]=1)[C:25](O)=[O:26].